The task is: Regression/Classification. Given a drug SMILES string, predict its absorption, distribution, metabolism, or excretion properties. Task type varies by dataset: regression for continuous measurements (e.g., permeability, clearance, half-life) or binary classification for categorical outcomes (e.g., BBB penetration, CYP inhibition). Dataset: cyp1a2_veith.. This data is from CYP1A2 inhibition data for predicting drug metabolism from PubChem BioAssay. (1) The compound is CSCC[C@@H]1NC(=O)C/C=C\[C@@H](C)COC(=O)[C@@H](CCSC)NC(=O)C/C=C\[C@@H](C)COC1=O. The result is 0 (non-inhibitor). (2) The compound is N=C1CCC[C@@H]1C(=S)SCCC(N)=O. The result is 1 (inhibitor). (3) The drug is CC(=O)O[C@H]1C[C@@]2(C)[C@H](C[C@@H](O)[C@H]3[C@@]4(C)CC[C@@H](O)[C@@H](C)[C@H]4CC[C@@]32C)/C1=C(/CCC=C(C)C)C(=O)[O-].[Na+]. The result is 0 (non-inhibitor). (4) The molecule is CN(Cc1ccco1)c1nc(-c2ccc3c(c2)OCO3)nc2ccccc12. The result is 1 (inhibitor). (5) The compound is COc1ccc2sc3c(=O)[nH]c4ccccc4c3c2c1. The result is 1 (inhibitor). (6) The drug is N#CCSc1nc2cc(C(=O)N3CCCC3)ccc2c(=O)n1Cc1ccccc1. The result is 1 (inhibitor). (7) The compound is FC(F)(F)c1cccc(-c2nc3nc(Cl)c(Cl)nc3[nH]2)c1. The result is 1 (inhibitor).